Dataset: Reaction yield outcomes from USPTO patents with 853,638 reactions. Task: Predict the reaction yield, written as a fraction of the theoretical maximum amount of product (1.0 means a 100% yield; for example, 0.34 means a 34% yield). The reactants are [Cl:1][C:2]1[CH:3]=[N+:4]([O-:33])[CH:5]=[C:6]([Cl:32])[C:7]=1[CH2:8][C@H:9]([O:20][C:21](=[O:31])[CH2:22][C:23]1[S:24][C:25]([CH2:28][CH2:29][OH:30])=[CH:26][CH:27]=1)[C:10]1[CH:15]=[CH:14][C:13]([O:16][CH3:17])=[C:12]([O:18][CH3:19])[CH:11]=1.CC(OI1(OC(C)=O)(OC(C)=O)OC(=O)C2C=CC=CC1=2)=O. The catalyst is ClCCl. The product is [Cl:32][C:6]1[CH:5]=[N+:4]([O-:33])[CH:3]=[C:2]([Cl:1])[C:7]=1[CH2:8][C@H:9]([O:20][C:21](=[O:31])[CH2:22][C:23]1[S:24][C:25]([CH2:28][CH:29]=[O:30])=[CH:26][CH:27]=1)[C:10]1[CH:15]=[CH:14][C:13]([O:16][CH3:17])=[C:12]([O:18][CH3:19])[CH:11]=1. The yield is 0.940.